From a dataset of Forward reaction prediction with 1.9M reactions from USPTO patents (1976-2016). Predict the product of the given reaction. (1) Given the reactants Cl[C:2]1[N:7]=[C:6]([C:8]2[C:9]([C:17]3[CH:18]=[C:19]([NH:23][C:24](=[O:33])[C:25]4[C:30](F)=[CH:29][CH:28]=[CH:27][C:26]=4F)[CH:20]=[CH:21][CH:22]=3)=[N:10][N:11]3[CH:16]=[CH:15][CH:14]=[CH:13][C:12]=23)[CH:5]=[CH:4][N:3]=1.CN1CCN([C:41]2[CH:42]=[C:43]([CH:45]=[CH:46][CH:47]=2)[NH2:44])CC1, predict the reaction product. The product is: [CH2:2]1[C:41]2[C:47](=[CH:46][CH:45]=[C:43]([NH:44][C:2]3[N:7]=[C:6]([C:8]4[C:9]([C:17]5[CH:18]=[C:19]([NH:23][C:24](=[O:33])[C:25]6[CH:30]=[CH:29][CH:28]=[CH:27][CH:26]=6)[CH:20]=[CH:21][CH:22]=5)=[N:10][N:11]5[CH:16]=[CH:15][CH:14]=[CH:13][C:12]=45)[CH:5]=[CH:4][N:3]=3)[CH:42]=2)[CH2:5][CH2:4][NH:3]1. (2) The product is: [CH2:10]([O:9][C:7]([NH:6][C:5]([CH2:4][OH:3])([CH2:22][CH2:23][CH2:24][CH2:25][B:26]1[O:30][C:29]([CH3:31])([CH3:32])[C:28]([CH3:34])([CH3:33])[O:27]1)[C:17]([O:19][CH2:20][CH3:21])=[O:18])=[O:8])[C:11]1[CH:12]=[CH:13][CH:14]=[CH:15][CH:16]=1. Given the reactants CC1(C)[N:6]([C:7]([O:9][CH2:10][C:11]2[CH:16]=[CH:15][CH:14]=[CH:13][CH:12]=2)=[O:8])[C:5]([CH2:22][CH2:23][CH2:24][CH2:25][B:26]2[O:30][C:29]([CH3:32])([CH3:31])[C:28]([CH3:34])([CH3:33])[O:27]2)([C:17]([O:19][CH2:20][CH3:21])=[O:18])[CH2:4][O:3]1.C[Si](OS(C(F)(F)F)(=O)=O)(C)C, predict the reaction product. (3) The product is: [Br:8][C:18]1[C:19]2[CH:25]=[CH:24][C:23]([O:26][C:27](=[O:33])[N:28]([CH2:31][CH3:32])[CH2:29][CH3:30])=[CH:22][C:20]=2[S:21][C:17]=1[C:14]1[CH:13]=[CH:12][C:11]([O:10][CH3:9])=[CH:16][CH:15]=1. Given the reactants C1C(=O)N([Br:8])C(=O)C1.[CH3:9][O:10][C:11]1[CH:16]=[CH:15][C:14]([C:17]2[S:21][C:20]3[CH:22]=[C:23]([O:26][C:27](=[O:33])[N:28]([CH2:31][CH3:32])[CH2:29][CH3:30])[CH:24]=[CH:25][C:19]=3[CH:18]=2)=[CH:13][CH:12]=1.O, predict the reaction product.